From a dataset of Forward reaction prediction with 1.9M reactions from USPTO patents (1976-2016). Predict the product of the given reaction. (1) Given the reactants ONC(=N)CC1C=CC=CC=1.C(OC(N1CCC(C(O)=O)CC1)=O)(C)(C)C.[ClH:28].CS[C:31]1[CH:48]=[CH:47][C:34]([CH2:35][C:36]2[N:40]=[C:39]([CH:41]3[CH2:46][CH2:45][NH:44][CH2:43][CH2:42]3)[O:38][N:37]=2)=[CH:33][CH:32]=1, predict the reaction product. The product is: [ClH:28].[CH2:35]([C:36]1[N:40]=[C:39]([CH:41]2[CH2:46][CH2:45][NH:44][CH2:43][CH2:42]2)[O:38][N:37]=1)[C:34]1[CH:33]=[CH:32][CH:31]=[CH:48][CH:47]=1. (2) Given the reactants [NH2:1][C:2]1[CH:11]=[CH:10][CH:9]=[C:8]2[C:3]=1[CH:4]=[CH:5][N:6]([CH2:13][C:14]1[CH:19]=[CH:18][CH:17]=[CH:16][CH:15]=1)[C:7]2=[O:12].Cl.Cl[CH2:22][CH2:23][NH:24][CH2:25][CH2:26]Cl, predict the reaction product. The product is: [CH2:13]([N:6]1[CH:5]=[CH:4][C:3]2[C:8](=[CH:9][CH:10]=[CH:11][C:2]=2[N:1]2[CH2:26][CH2:25][NH:24][CH2:23][CH2:22]2)[C:7]1=[O:12])[C:14]1[CH:19]=[CH:18][CH:17]=[CH:16][CH:15]=1.